Dataset: NCI-60 drug combinations with 297,098 pairs across 59 cell lines. Task: Regression. Given two drug SMILES strings and cell line genomic features, predict the synergy score measuring deviation from expected non-interaction effect. (1) Drug 1: CCC(=C(C1=CC=CC=C1)C2=CC=C(C=C2)OCCN(C)C)C3=CC=CC=C3.C(C(=O)O)C(CC(=O)O)(C(=O)O)O. Drug 2: CS(=O)(=O)OCCCCOS(=O)(=O)C. Cell line: RPMI-8226. Synergy scores: CSS=10.7, Synergy_ZIP=-3.83, Synergy_Bliss=-2.38, Synergy_Loewe=-5.78, Synergy_HSA=-3.18. (2) Drug 1: CN(C)C1=NC(=NC(=N1)N(C)C)N(C)C. Drug 2: CC1C(C(CC(O1)OC2CC(CC3=C2C(=C4C(=C3O)C(=O)C5=CC=CC=C5C4=O)O)(C(=O)C)O)N)O. Cell line: SNB-19. Synergy scores: CSS=32.4, Synergy_ZIP=-2.48, Synergy_Bliss=-5.53, Synergy_Loewe=-37.9, Synergy_HSA=-3.63. (3) Drug 1: C1=CN(C(=O)N=C1N)C2C(C(C(O2)CO)O)O.Cl. Drug 2: CC1C(C(CC(O1)OC2CC(OC(C2O)C)OC3=CC4=CC5=C(C(=O)C(C(C5)C(C(=O)C(C(C)O)O)OC)OC6CC(C(C(O6)C)O)OC7CC(C(C(O7)C)O)OC8CC(C(C(O8)C)O)(C)O)C(=C4C(=C3C)O)O)O)O. Cell line: UACC-257. Synergy scores: CSS=22.6, Synergy_ZIP=-2.03, Synergy_Bliss=0.576, Synergy_Loewe=-1.96, Synergy_HSA=-1.11. (4) Drug 1: CN1C2=C(C=C(C=C2)N(CCCl)CCCl)N=C1CCCC(=O)O.Cl. Drug 2: C1CC(=O)NC(=O)C1N2C(=O)C3=CC=CC=C3C2=O. Cell line: HCT-15. Synergy scores: CSS=2.10, Synergy_ZIP=-3.32, Synergy_Bliss=-8.41, Synergy_Loewe=-5.19, Synergy_HSA=-6.47. (5) Drug 1: CC1CCC2CC(C(=CC=CC=CC(CC(C(=O)C(C(C(=CC(C(=O)CC(OC(=O)C3CCCCN3C(=O)C(=O)C1(O2)O)C(C)CC4CCC(C(C4)OC)O)C)C)O)OC)C)C)C)OC. Drug 2: CCC1(CC2CC(C3=C(CCN(C2)C1)C4=CC=CC=C4N3)(C5=C(C=C6C(=C5)C78CCN9C7C(C=CC9)(C(C(C8N6C)(C(=O)OC)O)OC(=O)C)CC)OC)C(=O)OC)O.OS(=O)(=O)O. Cell line: HL-60(TB). Synergy scores: CSS=43.6, Synergy_ZIP=2.49, Synergy_Bliss=2.31, Synergy_Loewe=6.15, Synergy_HSA=5.91. (6) Drug 1: CNC(=O)C1=NC=CC(=C1)OC2=CC=C(C=C2)NC(=O)NC3=CC(=C(C=C3)Cl)C(F)(F)F. Drug 2: C(CN)CNCCSP(=O)(O)O. Cell line: MCF7. Synergy scores: CSS=-3.38, Synergy_ZIP=2.47, Synergy_Bliss=2.04, Synergy_Loewe=-2.53, Synergy_HSA=-2.18. (7) Drug 1: C1=CC(=CC=C1CCC2=CNC3=C2C(=O)NC(=N3)N)C(=O)NC(CCC(=O)O)C(=O)O. Drug 2: CN(CCCl)CCCl.Cl. Cell line: SK-OV-3. Synergy scores: CSS=39.2, Synergy_ZIP=2.02, Synergy_Bliss=0.708, Synergy_Loewe=-8.12, Synergy_HSA=0.162. (8) Drug 1: C1=NC(=NC(=O)N1C2C(C(C(O2)CO)O)O)N. Drug 2: C1=NC2=C(N1)C(=S)N=CN2. Cell line: MOLT-4. Synergy scores: CSS=74.4, Synergy_ZIP=0.977, Synergy_Bliss=3.95, Synergy_Loewe=-10.7, Synergy_HSA=6.33. (9) Drug 1: CCC1=C2CN3C(=CC4=C(C3=O)COC(=O)C4(CC)O)C2=NC5=C1C=C(C=C5)O. Drug 2: CC12CCC3C(C1CCC2O)C(CC4=C3C=CC(=C4)O)CCCCCCCCCS(=O)CCCC(C(F)(F)F)(F)F. Cell line: NCI/ADR-RES. Synergy scores: CSS=52.3, Synergy_ZIP=-3.20, Synergy_Bliss=-5.73, Synergy_Loewe=-52.4, Synergy_HSA=-4.26.